This data is from Full USPTO retrosynthesis dataset with 1.9M reactions from patents (1976-2016). The task is: Predict the reactants needed to synthesize the given product. (1) Given the product [CH2:1]([O:3][C:4](=[O:14])[C@@H:5]([NH:6][CH2:19][CH:18]([O:21][CH2:22][CH3:23])[O:17][CH2:15][CH3:16])[CH2:7][C:8]1[CH:13]=[CH:12][CH:11]=[CH:10][CH:9]=1)[CH3:2], predict the reactants needed to synthesize it. The reactants are: [CH2:1]([O:3][C:4](=[O:14])[C@H:5]([CH2:7][C:8]1[CH:13]=[CH:12][CH:11]=[CH:10][CH:9]=1)[NH2:6])[CH3:2].[CH2:15]([O:17][CH:18]([O:21][CH2:22][CH3:23])[CH2:19]Br)[CH3:16].CCN(C(C)C)C(C)C. (2) The reactants are: [C:1]([O:4][CH2:5][C:6]([CH3:36])([CH3:35])[CH2:7][N:8]1[C:14]2[CH:15]=[CH:16][C:17]([Cl:19])=[CH:18][C:13]=2[C@@H:12]([C:20]2[CH:25]=[CH:24][CH:23]=[C:22]([O:26][CH3:27])[C:21]=2[O:28][CH3:29])[O:11][C@H:10]([CH2:30][C:31](O)=[O:32])[C:9]1=[O:34])(=[O:3])[CH3:2].S(Cl)(Cl)=O.[NH2:41][C:42]1[N:47]=[C:46]([C:48]([O:50][CH2:51][CH3:52])=[O:49])[CH:45]=[CH:44][CH:43]=1.C(N(CC)CC)C. Given the product [C:1]([O:4][CH2:5][C:6]([CH3:36])([CH3:35])[CH2:7][N:8]1[C:14]2[CH:15]=[CH:16][C:17]([Cl:19])=[CH:18][C:13]=2[C@@H:12]([C:20]2[CH:25]=[CH:24][CH:23]=[C:22]([O:26][CH3:27])[C:21]=2[O:28][CH3:29])[O:11][C@H:10]([CH2:30][C:31]([NH:41][C:42]2[N:47]=[C:46]([C:48]([O:50][CH2:51][CH3:52])=[O:49])[CH:45]=[CH:44][CH:43]=2)=[O:32])[C:9]1=[O:34])(=[O:3])[CH3:2], predict the reactants needed to synthesize it.